Dataset: Catalyst prediction with 721,799 reactions and 888 catalyst types from USPTO. Task: Predict which catalyst facilitates the given reaction. (1) Reactant: C([O:3][C:4]([C:6]1[CH:11]=[CH:10][C:9]([C:12]2[CH:17]=[CH:16][CH:15]=[C:14]([CH2:18][O:19][C:20]3[CH:21]=[N:22][CH:23]=[CH:24][CH:25]=3)[CH:13]=2)=[CH:8][CH:7]=1)=[O:5])C.[OH-].[Na+].Cl. Product: [N:22]1[CH:23]=[CH:24][CH:25]=[C:20]([O:19][CH2:18][C:14]2[CH:13]=[C:12]([C:9]3[CH:8]=[CH:7][C:6]([C:4]([OH:5])=[O:3])=[CH:11][CH:10]=3)[CH:17]=[CH:16][CH:15]=2)[CH:21]=1. The catalyst class is: 24. (2) The catalyst class is: 341. Product: [C:1]([O:5][C:6](=[O:27])[NH:7][C:8]1[CH:13]=[C:12]([O:14][C:15]2[N:20]=[C:19]3[S:21][C:22]([NH:24][C:28](=[O:30])[CH3:29])=[N:23][C:18]3=[CH:17][CH:16]=2)[C:11]([F:25])=[CH:10][C:9]=1[F:26])([CH3:4])([CH3:2])[CH3:3]. Reactant: [C:1]([O:5][C:6](=[O:27])[NH:7][C:8]1[CH:13]=[C:12]([O:14][C:15]2[N:20]=[C:19]3[S:21][C:22]([NH2:24])=[N:23][C:18]3=[CH:17][CH:16]=2)[C:11]([F:25])=[CH:10][C:9]=1[F:26])([CH3:4])([CH3:3])[CH3:2].[C:28](Cl)(=[O:30])[CH3:29].O. (3) Reactant: [C:1]1(=[CH:7][CH2:8][CH2:9][CH2:10][CH2:11][CH2:12][OH:13])[CH2:6][CH2:5][CH2:4][CH2:3][CH2:2]1. Product: [CH:1]1([CH2:7][CH2:8][CH2:9][CH2:10][CH2:11][CH2:12][OH:13])[CH2:6][CH2:5][CH2:4][CH2:3][CH2:2]1. The catalyst class is: 45. (4) Reactant: [NH2:1][C:2]1[CH:3]=[CH:4][C:5]([C:18]([F:21])([F:20])[F:19])=[C:6]([CH:17]=1)[C:7]([O:9][CH2:10][C:11]1[CH:16]=[CH:15][CH:14]=[CH:13][CH:12]=1)=[O:8].[CH3:22][S:23](Cl)(=[O:25])=[O:24]. Product: [CH3:22][S:23]([NH:1][C:2]1[CH:3]=[CH:4][C:5]([C:18]([F:19])([F:20])[F:21])=[C:6]([CH:17]=1)[C:7]([O:9][CH2:10][C:11]1[CH:16]=[CH:15][CH:14]=[CH:13][CH:12]=1)=[O:8])(=[O:25])=[O:24]. The catalyst class is: 17. (5) Reactant: [C:1]([CH:5]1[CH2:14][CH2:13][C:12]2[N:11]=[C:10]3[S:15][C:16](S(C)(=O)=O)=[N:17][C:9]3=[CH:8][C:7]=2[CH2:6]1)([CH3:4])([CH3:3])[CH3:2].[C-:22]#[N:23].[K+]. Product: [C:1]([CH:5]1[CH2:14][CH2:13][C:12]2[N:11]=[C:10]3[S:15][C:16]([C:22]#[N:23])=[N:17][C:9]3=[CH:8][C:7]=2[CH2:6]1)([CH3:4])([CH3:3])[CH3:2]. The catalyst class is: 3. (6) Reactant: [Br:1][C:2]1[CH:3]=[C:4]([C@H:8]([NH:23][CH3:24])[CH2:9][N:10]2[CH2:14][CH2:13][C@H:12]([O:15][Si](C(C)(C)C)(C)C)[CH2:11]2)[CH:5]=[CH:6][CH:7]=1.Cl.C(=O)(O)[O-].[Na+]. Product: [Br:1][C:2]1[CH:3]=[C:4]([C@H:8]([NH:23][CH3:24])[CH2:9][N:10]2[CH2:14][CH2:13][C@H:12]([OH:15])[CH2:11]2)[CH:5]=[CH:6][CH:7]=1. The catalyst class is: 5. (7) Reactant: [CH3:1][O-:2].[Na+].[CH2:4]([O:6][C:7](=[O:15])[C:8]1[CH:13]=[CH:12][CH:11]=[N:10][C:9]=1Cl)[CH3:5]. Product: [CH2:4]([O:6][C:7](=[O:15])[C:8]1[CH:13]=[CH:12][CH:11]=[N:10][C:9]=1[O:2][CH3:1])[CH3:5]. The catalyst class is: 5.